Task: Regression/Classification. Given a drug SMILES string, predict its absorption, distribution, metabolism, or excretion properties. Task type varies by dataset: regression for continuous measurements (e.g., permeability, clearance, half-life) or binary classification for categorical outcomes (e.g., BBB penetration, CYP inhibition). Dataset: cyp2c9_veith.. Dataset: CYP2C9 inhibition data for predicting drug metabolism from PubChem BioAssay (1) The molecule is C[C@@]12CC[C@@H](OS(=O)(=O)[O-])CC1=CC[C@@H]1[C@@H]2CC[C@@]2(C)C(=O)CC[C@H]12.[Na+]. The result is 0 (non-inhibitor). (2) The molecule is Cc1cc(C)cc(-n2nnnc2-c2cn(C)nc2C(F)(F)F)c1. The result is 0 (non-inhibitor). (3) The compound is O=C(Nc1ccc(F)cc1)c1cc(S(=O)(=O)N2CCCCC2)cs1. The result is 1 (inhibitor). (4) The molecule is C1CCC(N=C(NC23CC4CC(CC(C4)C2)C3)N2CCOCC2)CC1.Cl. The result is 0 (non-inhibitor).